Predict the reactants needed to synthesize the given product. From a dataset of Full USPTO retrosynthesis dataset with 1.9M reactions from patents (1976-2016). (1) Given the product [CH3:10][CH:9]([O:8][C:6]1[CH:5]=[CH:4][C:3]([N+:12]([O-:14])=[O:13])=[C:2]([NH:15][CH:16]2[CH2:17][CH2:18][N:19]([C:22]([O:24][C:25]([CH3:28])([CH3:27])[CH3:26])=[O:23])[CH2:20][CH2:21]2)[CH:7]=1)[CH3:11], predict the reactants needed to synthesize it. The reactants are: F[C:2]1[CH:7]=[C:6]([O:8][CH:9]([CH3:11])[CH3:10])[CH:5]=[CH:4][C:3]=1[N+:12]([O-:14])=[O:13].[NH2:15][CH:16]1[CH2:21][CH2:20][N:19]([C:22]([O:24][C:25]([CH3:28])([CH3:27])[CH3:26])=[O:23])[CH2:18][CH2:17]1.C(N(C(C)C)CC)(C)C. (2) The reactants are: [Cl:1][C:2]1[C:10]2[N:9]=[C:8]3[N:11]([C:15]4[C:16]([CH3:25])=[N:17][C:18]([CH:22]5[CH2:24][CH2:23]5)=[N:19][C:20]=4[CH3:21])[CH2:12][CH2:13][CH2:14][N:7]3[C:6]=2[C:5]([CH:26]([OH:31])[C:27]([F:30])([F:29])[F:28])=[CH:4][CH:3]=1.[OH-].[Na+].[F:34][C:35](F)([F:39])C(O)=O. Given the product [Cl:1][C:2]1[C:10]2[N:9]=[C:8]3[N:11]([C:15]4[C:20]([CH3:21])=[N:19][C:18]([CH:22]5[CH2:23][CH2:24]5)=[N:17][C:16]=4[CH3:25])[CH2:12][CH2:13][CH2:14][N:7]3[C:6]=2[C:5]([CH:26]([O:31][CH:35]([F:39])[F:34])[C:27]([F:29])([F:28])[F:30])=[CH:4][CH:3]=1, predict the reactants needed to synthesize it. (3) Given the product [CH3:46][C:41]1[CH:40]=[C:39]([N:5]2[C:1](=[O:11])[C:2]3=[CH:10][CH:9]=[CH:8][CH:7]=[C:3]3[C:4]2=[O:6])[CH:44]=[C:43]([CH3:45])[CH:42]=1, predict the reactants needed to synthesize it. The reactants are: [C:1]1(=[O:11])[NH:5][C:4](=[O:6])[C:3]2=[CH:7][CH:8]=[CH:9][CH:10]=[C:2]12.C([O-])([O-])=O.[K+].[K+].[C@@H]1(N)CCCC[C@H]1N.CCCCCCCCCCCC.I[C:39]1[CH:40]=[C:41]([CH3:46])[CH:42]=[C:43]([CH3:45])[CH:44]=1. (4) Given the product [CH2:1]([O:8][N:9]=[C:10]1[CH2:14][N:13]([C:15]([C:31]2[C:26](=[O:25])[O:27][C:28]([CH2:35][CH2:36][CH2:37][CH2:38][CH3:39])=[CH:29][CH:30]=2)=[O:17])[C@H:12]([C:22]([NH:50][C:46]2[CH:45]=[C:44]3[C:49](=[CH:48][CH:47]=2)[N:40]=[CH:41][CH:42]=[CH:43]3)=[O:24])[CH2:11]1)[C:2]1[CH:3]=[CH:4][CH:5]=[CH:6][CH:7]=1, predict the reactants needed to synthesize it. The reactants are: [CH2:1]([O:8][N:9]=[C:10]1[CH2:14][N:13]([C:15]([O:17]C(C)(C)C)=O)[C@H:12]([C:22]([OH:24])=O)[CH2:11]1)[C:2]1[CH:7]=[CH:6][CH:5]=[CH:4][CH:3]=1.[O:25]=[C:26]1[C:31](C(Cl)=O)=[CH:30][CH:29]=[C:28]([CH2:35][CH2:36][CH2:37][CH2:38][CH3:39])[O:27]1.[N:40]1[C:49]2[C:44](=[CH:45][C:46]([NH2:50])=[CH:47][CH:48]=2)[CH:43]=[CH:42][CH:41]=1. (5) Given the product [Cl:1][C:2]1[CH:3]=[C:4]([CH:8]=[C:9]([Cl:11])[N:10]=1)[C:5]([O:7][C:15]([CH3:18])([CH3:17])[CH3:16])=[O:6], predict the reactants needed to synthesize it. The reactants are: [Cl:1][C:2]1[CH:3]=[C:4]([CH:8]=[C:9]([Cl:11])[N:10]=1)[C:5]([OH:7])=[O:6].C(OC(O[C:15]([CH3:18])([CH3:17])[CH3:16])=O)(O[C:15]([CH3:18])([CH3:17])[CH3:16])=O.C(N(CC)CC)C.OP([O-])(O)=O.[K+]. (6) Given the product [CH2:30]([N:15]([CH2:14][CH2:13][C:10]1[N:9]=[C:8]([C:5]2[CH:4]=[CH:3][C:2]([F:1])=[CH:7][N:6]=2)[O:12][N:11]=1)[C:16](=[O:29])[C:17]1[CH:22]=[C:21]([CH3:23])[CH:20]=[CH:19][C:18]=1[N:24]1[N:28]=[CH:27][CH:26]=[N:25]1)[CH3:31], predict the reactants needed to synthesize it. The reactants are: [F:1][C:2]1[CH:3]=[CH:4][C:5]([C:8]2[O:12][N:11]=[C:10]([CH2:13][CH2:14][NH:15][C:16](=[O:29])[C:17]3[CH:22]=[C:21]([CH3:23])[CH:20]=[CH:19][C:18]=3[N:24]3[N:28]=[CH:27][CH:26]=[N:25]3)[N:9]=2)=[N:6][CH:7]=1.[CH2:30](I)[CH3:31].